Dataset: Catalyst prediction with 721,799 reactions and 888 catalyst types from USPTO. Task: Predict which catalyst facilitates the given reaction. (1) The catalyst class is: 5. Reactant: [CH3:1][S:2][C:3]1[S:7][C:6]([C:8]([NH2:10])=[NH:9])=[CH:5][C:4]=1[C:11]1[S:12][CH:13]=[C:14]([C:16]2[CH:21]=[CH:20][CH:19]=[CH:18][CH:17]=2)[N:15]=1.[CH3:22]N.O. Product: [NH:9]=[C:8]([NH:10][CH3:22])[C:6]1[S:7][C:3]([S:2][CH3:1])=[C:4]([C:11]2[S:12][CH:13]=[C:14]([C:16]3[CH:21]=[CH:20][CH:19]=[CH:18][CH:17]=3)[N:15]=2)[CH:5]=1. (2) Product: [CH:6]1[C:5]2[C:10](=[CH:1][C:2]([C:15]([O:17][CH2:18][CH2:36][CH2:35][CH2:34][CH2:33][CH2:32][CH2:31][CH2:30][CH2:29][CH2:28][CH2:27][CH2:26][CH2:25][CH2:24][CH2:23][CH2:22][CH2:21][CH3:20])=[O:16])=[CH:3][CH:4]=2)[CH:9]=[CH:8][C:7]=1[C:11]([O:13][CH2:14][CH2:36][CH2:35][CH2:34][CH2:33][CH2:32][CH2:31][CH2:30][CH2:29][CH2:28][CH2:27][CH2:26][CH2:25][CH2:24][CH2:23][CH2:22][CH2:21][CH3:20])=[O:12]. Reactant: [CH:1]1[C:10]2[C:5](=[CH:6][C:7]([C:11]([O:13][CH3:14])=[O:12])=[CH:8][CH:9]=2)[CH:4]=[CH:3][C:2]=1[C:15]([O:17][CH3:18])=[O:16].C(O)[CH2:20][CH2:21][CH2:22][CH2:23][CH2:24][CH2:25][CH2:26][CH2:27][CH2:28][CH2:29][CH2:30][CH2:31][CH2:32][CH2:33][CH2:34][CH2:35][CH3:36].CO. The catalyst class is: 32.